Dataset: Full USPTO retrosynthesis dataset with 1.9M reactions from patents (1976-2016). Task: Predict the reactants needed to synthesize the given product. (1) Given the product [CH:22]1([CH2:25][NH:26][C:19]([C:12]2[C:13]([C:15]([F:18])([F:16])[F:17])=[N:14][C:9]([NH:8][C:4]3[CH:5]=[CH:6][CH:7]=[C:2]([Br:1])[CH:3]=3)=[N:10][CH:11]=2)=[O:21])[CH2:24][CH2:23]1, predict the reactants needed to synthesize it. The reactants are: [Br:1][C:2]1[CH:3]=[C:4]([NH:8][C:9]2[N:14]=[C:13]([C:15]([F:18])([F:17])[F:16])[C:12]([C:19]([OH:21])=O)=[CH:11][N:10]=2)[CH:5]=[CH:6][CH:7]=1.[CH:22]1([CH2:25][NH2:26])[CH2:24][CH2:23]1. (2) Given the product [F:38][C:39]1[CH:46]=[C:45]([F:47])[CH:44]=[CH:43][C:40]=1/[CH:41]=[CH:23]\[C:21]([O:20][CH3:19])=[O:22], predict the reactants needed to synthesize it. The reactants are: C1OCCOCCOCCOCCOCCOC1.[CH3:19][O:20][C:21]([CH2:23]P(=O)([O-])[O-])=[O:22].C[Si](C)(C)[N-][Si](C)(C)C.[K+].[F:38][C:39]1[CH:46]=[C:45]([F:47])[CH:44]=[CH:43][C:40]=1[CH:41]=O.[Cl-].[NH4+]. (3) Given the product [Si:24]([O:31][CH2:32][CH2:33][NH:34][C:35]1[CH:36]=[CH:37][C:38]([NH:41][C:12]([C:11]2[CH:16]=[C:17]([N:21]([CH3:23])[CH3:22])[C:18]([CH3:20])=[CH:19][C:10]=2[NH:9][C:7]([C:5]2[S:6][C:2]([Cl:1])=[CH:3][CH:4]=2)=[O:8])=[O:14])=[CH:39][CH:40]=1)([C:27]([CH3:30])([CH3:29])[CH3:28])([CH3:26])[CH3:25], predict the reactants needed to synthesize it. The reactants are: [Cl:1][C:2]1[S:6][C:5]([C:7]([NH:9][C:10]2[CH:19]=[C:18]([CH3:20])[C:17]([N:21]([CH3:23])[CH3:22])=[CH:16][C:11]=2[C:12]([O:14]C)=O)=[O:8])=[CH:4][CH:3]=1.[Si:24]([O:31][CH2:32][CH2:33][NH:34][C:35]1[CH:40]=[CH:39][C:38]([NH2:41])=[CH:37][CH:36]=1)([C:27]([CH3:30])([CH3:29])[CH3:28])([CH3:26])[CH3:25].C[Al](C)C.